From a dataset of Catalyst prediction with 721,799 reactions and 888 catalyst types from USPTO. Predict which catalyst facilitates the given reaction. (1) Reactant: [NH2:1][CH:2]1[CH2:7][CH2:6][N:5]([CH2:8][CH:9]2[N:19]3[C:20]4[N:11]([C:12](=[O:22])[CH:13]=[CH:14][C:15]=4[N:16]=[CH:17][C:18]3=[O:21])[CH2:10]2)[CH2:4][CH2:3]1.[O-]S([O-])(=O)=O.[Mg+2].[F:29][C:30]1[CH:31]=[C:32]([O:36][CH2:37][CH:38]=O)[CH:33]=[CH:34][CH:35]=1.[BH-](OC(C)=O)(OC(C)=O)OC(C)=O.[Na+]. Product: [F:29][C:30]1[CH:31]=[C:32]([O:36][CH2:37][CH2:38][NH:1][CH:2]2[CH2:7][CH2:6][N:5]([CH2:8][CH:9]3[N:19]4[C:20]5[N:11]([C:12](=[O:22])[CH:13]=[CH:14][C:15]=5[N:16]=[CH:17][C:18]4=[O:21])[CH2:10]3)[CH2:4][CH2:3]2)[CH:33]=[CH:34][CH:35]=1. The catalyst class is: 98. (2) Reactant: [Br:1][C:2]1[CH:3]=[C:4]2[C:9](=[CH:10][CH:11]=1)[N:8]([CH3:12])[CH2:7][CH2:6][CH2:5]2.[Cl-].ClC=[N+](C)C.[C:19](=O)([O-])[O-:20].[K+].[K+]. Product: [Br:1][C:2]1[CH:3]=[C:4]2[C:9](=[C:10]([CH:19]=[O:20])[CH:11]=1)[N:8]([CH3:12])[CH2:7][CH2:6][CH2:5]2. The catalyst class is: 3. (3) Reactant: [C:1]([O:5][C:6]([N:8]1[CH2:12][C@@H:11]([CH3:13])[CH2:10][C@H:9]1[C:14]1[NH:15][CH:16]=[C:17]([C:19]2[CH:24]=[CH:23][C:22]([C:25]3[CH:30]=[CH:29][C:28](B4OC(C)(C)C(C)(C)O4)=[CH:27][CH:26]=3)=[CH:21][CH:20]=2)[N:18]=1)=[O:7])([CH3:4])([CH3:3])[CH3:2].I[C:41]1[CH:66]=[CH:65][C:44]2[NH:45][C:46]([C@@H:48]3[CH2:52][C@H:51]([CH3:53])[CH2:50][N:49]3[C:54](=[O:64])[C@@H:55]([NH:59][C:60](=[O:63])[O:61][CH3:62])[CH:56]([CH3:58])[CH3:57])=[N:47][C:43]=2[CH:42]=1.C(Cl)Cl.C([O-])(O)=O.[Na+]. Product: [C:1]([O:5][C:6]([N:8]1[CH2:12][C@@H:11]([CH3:13])[CH2:10][C@H:9]1[C:14]1[NH:15][CH:16]=[C:17]([C:19]2[CH:20]=[CH:21][C:22]([C:25]3[CH:30]=[CH:29][C:28]([C:41]4[CH:66]=[CH:65][C:44]5[NH:45][C:46]([C@@H:48]6[CH2:52][C@H:51]([CH3:53])[CH2:50][N:49]6[C:54](=[O:64])[C@@H:55]([NH:59][C:60]([O:61][CH3:62])=[O:63])[CH:56]([CH3:57])[CH3:58])=[N:47][C:43]=5[CH:42]=4)=[CH:27][CH:26]=3)=[CH:23][CH:24]=2)[N:18]=1)=[O:7])([CH3:2])([CH3:3])[CH3:4]. The catalyst class is: 41. (4) Product: [CH3:14][CH2:15][CH2:16][CH2:17][CH2:18][CH2:19][CH2:20][CH2:13][CH2:11][CH3:12]. Reactant: CC(C[Al](C[CH:11]([CH3:13])[CH3:12])CC(C)C)C.[CH2:14]=[CH:15][CH2:16][CH2:17][CH2:18][CH3:19].[CH2:20]=C. The catalyst class is: 81. (5) Reactant: [NH2:1][C:2]1[C:12]([CH:13]=[CH2:14])=[C:11]([CH2:15][N:16]2[CH2:21][CH2:20][CH2:19][C@H:18]([N:22]([CH3:30])[C:23]([O:25][C:26]([CH3:29])([CH3:28])[CH3:27])=[O:24])[CH2:17]2)[C:10]([C:31]([F:34])([F:33])[F:32])=[CH:9][C:3]=1[C:4]([O:6][CH2:7][CH3:8])=[O:5].C(OCC)(=O)C. Product: [NH2:1][C:2]1[C:12]([CH2:13][CH3:14])=[C:11]([CH2:15][N:16]2[CH2:21][CH2:20][CH2:19][C@H:18]([N:22]([CH3:30])[C:23]([O:25][C:26]([CH3:27])([CH3:29])[CH3:28])=[O:24])[CH2:17]2)[C:10]([C:31]([F:34])([F:32])[F:33])=[CH:9][C:3]=1[C:4]([O:6][CH2:7][CH3:8])=[O:5]. The catalyst class is: 125. (6) Reactant: [Li]CCCC.CC1(C)CCCC(C)(C)N1.[CH:16]1([C@H:20]([NH:22][C:23]2[N:31]=[C:30]([C:32]#[N:33])[N:29]=[C:28]3[C:24]=2[N:25]([CH2:34][C@H:35]2[CH2:40][CH2:39][C@H:38]([CH3:41])[CH2:37][CH2:36]2)[CH:26]=[N:27]3)[CH3:21])[CH2:19][CH2:18][CH2:17]1.[C:42](Cl)(=[O:47])[C:43]([CH3:46])([CH3:45])[CH3:44]. Product: [CH:16]1([C@H:20]([NH:22][C:23]2[N:31]=[C:30]([C:32]#[N:33])[N:29]=[C:28]3[C:24]=2[N:25]([CH2:34][C@H:35]2[CH2:36][CH2:37][C@H:38]([CH3:41])[CH2:39][CH2:40]2)[C:26]([C:42](=[O:47])[C:43]([CH3:46])([CH3:45])[CH3:44])=[N:27]3)[CH3:21])[CH2:19][CH2:18][CH2:17]1. The catalyst class is: 1. (7) Reactant: C([Li])CCC.C(OP([CH2:14][C:15]([OH:17])=[O:16])(OCC)=O)C.[C:18]1([CH:24]=[CH:25][CH:26]=[CH:27][CH:28]=O)[CH:23]=[CH:22][CH:21]=[CH:20][CH:19]=1.Cl. Product: [C:18]1([CH:24]=[CH:25][CH:26]=[CH:27][CH:28]=[CH:14][C:15]([OH:17])=[O:16])[CH:23]=[CH:22][CH:21]=[CH:20][CH:19]=1. The catalyst class is: 30. (8) Reactant: C([O:5][C:6](=[O:48])[CH2:7][CH2:8][C:9]1[CH:14]=[CH:13][C:12]([O:15][CH2:16][CH2:17][CH:18]2[CH2:22][N:21]([CH2:23][C:24]3[CH:29]=[CH:28][C:27]([C:30]([F:33])([F:32])[F:31])=[CH:26][CH:25]=3)[C:20](=[O:34])[N:19]2[CH3:35])=[CH:11][C:10]=1[CH2:36][N:37]1[C:45](=[O:46])[C:44]2[C:39](=[CH:40][CH:41]=[CH:42][CH:43]=2)[C:38]1=[O:47])(C)(C)C. Product: [O:47]=[C:38]1[C:39]2[C:44](=[CH:43][CH:42]=[CH:41][CH:40]=2)[C:45](=[O:46])[N:37]1[CH2:36][C:10]1[CH:11]=[C:12]([O:15][CH2:16][CH2:17][CH:18]2[CH2:22][N:21]([CH2:23][C:24]3[CH:29]=[CH:28][C:27]([C:30]([F:33])([F:32])[F:31])=[CH:26][CH:25]=3)[C:20](=[O:34])[N:19]2[CH3:35])[CH:13]=[CH:14][C:9]=1[CH2:8][CH2:7][C:6]([OH:48])=[O:5]. The catalyst class is: 2. (9) Reactant: [F:1][C:2]([F:29])([F:28])[C:3]1[CH:4]=[C:5]([C:13]2[N:17]=[CH:16][N:15]([CH:18](Br)[CH:19]([Br:26])[C:20]([O:22][CH:23]([CH3:25])[CH3:24])=[O:21])[N:14]=2)[CH:6]=[C:7]([C:9]([F:12])([F:11])[F:10])[CH:8]=1.C(N(CC)CC)C. Product: [F:28][C:2]([F:1])([F:29])[C:3]1[CH:4]=[C:5]([C:13]2[N:17]=[CH:16][N:15](/[CH:18]=[C:19](\[Br:26])/[C:20]([O:22][CH:23]([CH3:24])[CH3:25])=[O:21])[N:14]=2)[CH:6]=[C:7]([C:9]([F:10])([F:11])[F:12])[CH:8]=1. The catalyst class is: 30. (10) Reactant: [CH3:1][C:2]1[C:3]([C:11]2[S:15][C:14]([C:16]([OH:18])=O)=[CH:13][CH:12]=2)=[N:4][O:5][C:6]=1[C:7]([F:10])([F:9])[F:8].[CH3:19][C@H:20]1[CH2:25][NH:24][CH2:23][C@@H:22]([CH3:26])[NH:21]1.C1COCC1.N1CCNCC1. Product: [CH3:19][CH:20]1[NH:21][CH:22]([CH3:26])[CH2:23][N:24]([C:16]([C:14]2[S:15][C:11]([C:3]3[C:2]([CH3:1])=[C:6]([C:7]([F:8])([F:9])[F:10])[O:5][N:4]=3)=[CH:12][CH:13]=2)=[O:18])[CH2:25]1. The catalyst class is: 66.